The task is: Regression/Classification. Given a drug SMILES string, predict its absorption, distribution, metabolism, or excretion properties. Task type varies by dataset: regression for continuous measurements (e.g., permeability, clearance, half-life) or binary classification for categorical outcomes (e.g., BBB penetration, CYP inhibition). For this dataset (ppbr_az), we predict Y.. This data is from Plasma protein binding rate (PPBR) regression data from AstraZeneca. The drug is CC(=O)Nc1ccc(O)cc1. The Y is 26.6 %.